This data is from Full USPTO retrosynthesis dataset with 1.9M reactions from patents (1976-2016). The task is: Predict the reactants needed to synthesize the given product. (1) Given the product [CH3:1][C:2]1([CH3:18])[C@@H:6]2[CH2:7][NH:8][CH2:9][C@@H:5]2[CH2:4][N:3]1[CH3:17], predict the reactants needed to synthesize it. The reactants are: [CH3:1][C:2]1([CH3:18])[C@@H:6]2[CH2:7][N:8](CC3C=CC=CC=3)[CH2:9][C@@H:5]2[CH2:4][N:3]1[CH3:17].Cl. (2) Given the product [C:31]([O:35][C:36](=[O:47])[CH2:37][O:38][C:39]1[CH:44]=[CH:43][C:42]([S:45][CH:8]([C:12]2[C:13]([CH:28]3[CH2:30][CH2:29]3)=[N:14][C:15]([C:18]3[CH:23]=[CH:22][C:21]([C:24]([F:27])([F:26])[F:25])=[CH:20][CH:19]=3)=[N:16][CH:17]=2)[CH2:9][CH2:10][CH3:11])=[CH:41][C:40]=1[CH3:46])([CH3:34])([CH3:33])[CH3:32], predict the reactants needed to synthesize it. The reactants are: C(=O)([O-])[O-].[Cs+].[Cs+].Cl[CH:8]([C:12]1[C:13]([CH:28]2[CH2:30][CH2:29]2)=[N:14][C:15]([C:18]2[CH:23]=[CH:22][C:21]([C:24]([F:27])([F:26])[F:25])=[CH:20][CH:19]=2)=[N:16][CH:17]=1)[CH2:9][CH2:10][CH3:11].[C:31]([O:35][C:36](=[O:47])[CH2:37][O:38][C:39]1[CH:44]=[CH:43][C:42]([SH:45])=[CH:41][C:40]=1[CH3:46])([CH3:34])([CH3:33])[CH3:32]. (3) Given the product [C:12]([O:11][C:9]([N:6]1[CH2:7][CH2:8][CH:3]([C:16]([NH:20][NH2:21])=[O:18])[CH2:4][CH2:5]1)=[O:10])([CH3:15])([CH3:14])[CH3:13], predict the reactants needed to synthesize it. The reactants are: C([C:3]1([C:16]([O-:18])=O)[CH2:8][CH2:7][N:6]([C:9]([O:11][C:12]([CH3:15])([CH3:14])[CH3:13])=[O:10])[CH2:5][CH2:4]1)C.O.[NH2:20][NH2:21]. (4) Given the product [Cl:1][C:2]1[CH:7]=[CH:6][C:5]([N:8]2[C:16]([C:17]([OH:26])=[O:25])=[C:15]3[C:10]([CH:11]=[C:12]([N+:22]([O-:24])=[O:23])[C:13]([CH:19]4[CH2:21][CH2:20]4)=[CH:14]3)=[N:9]2)=[CH:4][CH:3]=1, predict the reactants needed to synthesize it. The reactants are: [Cl:1][C:2]1[CH:7]=[CH:6][C:5]([N:8]2[C:16]([C:17]#N)=[C:15]3[C:10]([CH:11]=[C:12]([N+:22]([O-:24])=[O:23])[C:13]([CH:19]4[CH2:21][CH2:20]4)=[CH:14]3)=[N:9]2)=[CH:4][CH:3]=1.[OH2:25].[OH-:26].[Na+]. (5) Given the product [CH2:26]([O:28][CH2:29][CH2:30][NH:31][C:21]([C:19]1[CH:18]=[CH:17][C:13]2[N:14]([CH2:15][CH3:16])[C:10]([NH:9][C:7]3[S:8][C:4]4[CH:3]=[C:2]([Cl:1])[CH:25]=[CH:24][C:5]=4[N:6]=3)=[N:11][C:12]=2[CH:20]=1)=[O:22])[CH3:27], predict the reactants needed to synthesize it. The reactants are: [Cl:1][C:2]1[CH:25]=[CH:24][C:5]2[N:6]=[C:7]([NH:9][C:10]3[N:14]([CH2:15][CH3:16])[C:13]4[CH:17]=[CH:18][C:19]([C:21](O)=[O:22])=[CH:20][C:12]=4[N:11]=3)[S:8][C:4]=2[CH:3]=1.[CH2:26]([O:28][CH2:29][CH2:30][NH2:31])[CH3:27].CN(C(ON1N=NC2C=CC=CC1=2)=[N+](C)C)C.F[P-](F)(F)(F)(F)F.CCN(C(C)C)C(C)C.